This data is from Catalyst prediction with 721,799 reactions and 888 catalyst types from USPTO. The task is: Predict which catalyst facilitates the given reaction. (1) Reactant: [C:1]([O:5][C:6]([N:8]1[CH2:11][CH:10]([C:12]([OH:14])=[O:13])[CH2:9]1)=[O:7])([CH3:4])([CH3:3])[CH3:2].[CH2:15](Cl)Cl.C[Si](C=[N+]=[N-])(C)C.CCOCC. Product: [N:8]1([C:6]([O:5][C:1]([CH3:4])([CH3:2])[CH3:3])=[O:7])[CH2:9][CH:10]([C:12]([O:14][CH3:15])=[O:13])[CH2:11]1. The catalyst class is: 5. (2) Reactant: [F:1][C:2]([F:26])([F:25])[C:3]([NH:5][CH2:6][C:7]#[C:8][C:9]1[C:10]([NH2:24])=[N:11][C:12](=[O:23])[N:13]([CH:22]=1)[C@@H:14]1[O:21][C@H:18]([CH2:19][OH:20])[C@@H:16]([OH:17])[CH2:15]1)=[O:4].N1C=CN=C1.[CH3:32][C:33]([Si:36](Cl)([CH3:38])[CH3:37])([CH3:35])[CH3:34]. Product: [Si:36]([O:20][CH2:19][C@H:18]1[O:21][C@@H:14]([N:13]2[CH:22]=[C:9]([C:8]#[C:7][CH2:6][NH:5][C:3](=[O:4])[C:2]([F:25])([F:1])[F:26])[C:10]([NH2:24])=[N:11][C:12]2=[O:23])[CH2:15][C@@H:16]1[OH:17])([C:33]([CH3:35])([CH3:34])[CH3:32])([CH3:38])[CH3:37]. The catalyst class is: 3.